From a dataset of Full USPTO retrosynthesis dataset with 1.9M reactions from patents (1976-2016). Predict the reactants needed to synthesize the given product. (1) Given the product [Cl:1][C:2]1[C:7]([F:8])=[CH:6][CH:5]=[C:4]([Cl:9])[C:3]=1[CH:10]([O:12][C:13]1[C:14]([NH2:30])=[N:15][CH:16]=[C:17]([C:19]2[N:20]=[N:21][N:22]([CH:24]3[CH2:29][CH2:28][N:27]([CH3:31])[CH2:26][CH2:25]3)[CH:23]=2)[CH:18]=1)[CH3:11], predict the reactants needed to synthesize it. The reactants are: [Cl:1][C:2]1[C:7]([F:8])=[CH:6][CH:5]=[C:4]([Cl:9])[C:3]=1[CH:10]([O:12][C:13]1[C:14]([NH2:30])=[N:15][CH:16]=[C:17]([C:19]2[N:20]=[N:21][N:22]([CH:24]3[CH2:29][CH2:28][NH:27][CH2:26][CH2:25]3)[CH:23]=2)[CH:18]=1)[CH3:11].[C:31](=O)([O-])[O-].[K+].[K+].IC. (2) Given the product [Br:1][C:2]1[CH:7]=[CH:6][C:5]([C:14]2[CH:13]=[N:12][N:11]([CH3:10])[CH:15]=2)=[C:4]([Cl:9])[CH:3]=1, predict the reactants needed to synthesize it. The reactants are: [Br:1][C:2]1[CH:7]=[CH:6][C:5](I)=[C:4]([Cl:9])[CH:3]=1.[CH3:10][N:11]1[CH:15]=[C:14](B2OC(C)(C)C(C)(C)O2)[CH:13]=[N:12]1.[O-]P([O-])([O-])=O.[K+].[K+].[K+]. (3) Given the product [F:1][C:2]1[CH:7]=[CH:6][C:5]([N+:8]([O-:10])=[O:9])=[CH:4][C:3]=1[C:16]1[C:17]2[C:22](=[CH:21][CH:20]=[CH:19][CH:18]=2)[CH:23]=[CH:24][N:15]=1, predict the reactants needed to synthesize it. The reactants are: [F:1][C:2]1[CH:7]=[CH:6][C:5]([N+:8]([O-:10])=[O:9])=[CH:4][C:3]=1B(O)O.Cl[N:15]1[CH:24]=[CH:23][C:22]2[C:17](=[CH:18][CH:19]=[CH:20][CH:21]=2)[CH2:16]1.[Li+].[OH-].C1(C)C=CC=CC=1. (4) Given the product [CH3:1][O:2][C:3]1[C:11]2[O:10][C:9]([CH3:12])([CH3:13])[CH2:8][C:7]=2[CH:6]=[C:5]([C:14]2[C:15]([CH3:21])([CH3:20])[C:16](=[O:17])[N:31]([CH:28]3[CH2:29][CH2:30][NH:25][CH2:26][CH2:27]3)[N:32]=2)[CH:4]=1, predict the reactants needed to synthesize it. The reactants are: [CH3:1][O:2][C:3]1[C:11]2[O:10][C:9]([CH3:13])([CH3:12])[CH2:8][C:7]=2[CH:6]=[C:5]([C:14](=O)[C:15]([CH3:21])([CH3:20])[C:16](OC)=[O:17])[CH:4]=1.Cl.Cl.[NH:25]1[CH2:30][CH2:29][CH:28]([NH:31][NH2:32])[CH2:27][CH2:26]1. (5) Given the product [C:19]([OH:21])(=[O:43])/[CH:20]=[CH:35]/[C:34]([OH:37])=[O:36].[F:23][C:16]1[CH:17]=[CH:18][C:19]([O:21][CH3:22])=[CH:20][C:15]=1[C:13]1[N:12]([S:24]([C:27]2[CH:28]=[N:29][CH:30]=[CH:31][CH:32]=2)(=[O:26])=[O:25])[CH:11]=[C:10]([CH2:9][NH:7][CH3:6])[CH:14]=1, predict the reactants needed to synthesize it. The reactants are: C(O[C:6](=O)[N:7]([CH2:9][C:10]1[CH:14]=[C:13]([C:15]2[CH:20]=[C:19]([O:21][CH3:22])[CH:18]=[CH:17][C:16]=2[F:23])[N:12]([S:24]([C:27]2[CH:28]=[N:29][CH:30]=[CH:31][CH:32]=2)(=[O:26])=[O:25])[CH:11]=1)C)(C)(C)C.[C:34]([O:37]CC)(=[O:36])[CH3:35].Cl.C([OH:43])C. (6) Given the product [CH3:1][O:2][C:3]([C:5]1[C@@H:6]2[N:20]([C:21]([O:23][C:24]([CH3:27])([CH3:26])[CH3:25])=[O:22])[C@H:9]([CH2:10][C:11]=1[C:32]1[CH:33]=[CH:34][C:29]([OH:28])=[CH:30][CH:31]=1)[CH2:8][CH2:7]2)=[O:4], predict the reactants needed to synthesize it. The reactants are: [CH3:1][O:2][C:3]([C:5]1[C@@H:6]2[N:20]([C:21]([O:23][C:24]([CH3:27])([CH3:26])[CH3:25])=[O:22])[C@H:9]([CH2:10][C:11]=1OS(C(F)(F)F)(=O)=O)[CH2:8][CH2:7]2)=[O:4].[OH:28][C:29]1[CH:34]=[CH:33][C:32](B(O)O)=[CH:31][CH:30]=1.C([O-])([O-])=O.[Na+].[Na+].